Dataset: NCI-60 drug combinations with 297,098 pairs across 59 cell lines. Task: Regression. Given two drug SMILES strings and cell line genomic features, predict the synergy score measuring deviation from expected non-interaction effect. (1) Drug 1: CC1OCC2C(O1)C(C(C(O2)OC3C4COC(=O)C4C(C5=CC6=C(C=C35)OCO6)C7=CC(=C(C(=C7)OC)O)OC)O)O. Drug 2: C1CCC(C(C1)N)N.C(=O)(C(=O)[O-])[O-].[Pt+4]. Cell line: SK-OV-3. Synergy scores: CSS=7.89, Synergy_ZIP=-6.33, Synergy_Bliss=-6.30, Synergy_Loewe=-8.99, Synergy_HSA=-3.79. (2) Drug 1: CCC1(C2=C(COC1=O)C(=O)N3CC4=CC5=C(C=CC(=C5CN(C)C)O)N=C4C3=C2)O.Cl. Drug 2: CC1CCCC2(C(O2)CC(NC(=O)CC(C(C(=O)C(C1O)C)(C)C)O)C(=CC3=CSC(=N3)C)C)C. Cell line: HCT116. Synergy scores: CSS=70.8, Synergy_ZIP=-1.79, Synergy_Bliss=-3.65, Synergy_Loewe=-3.04, Synergy_HSA=-0.0722. (3) Synergy scores: CSS=83.5, Synergy_ZIP=6.06, Synergy_Bliss=5.32, Synergy_Loewe=6.57, Synergy_HSA=10.2. Drug 1: C1=CC(=C2C(=C1NCCNCCO)C(=O)C3=C(C=CC(=C3C2=O)O)O)NCCNCCO. Cell line: K-562. Drug 2: CC1=C(C=C(C=C1)NC(=O)C2=CC=C(C=C2)CN3CCN(CC3)C)NC4=NC=CC(=N4)C5=CN=CC=C5. (4) Drug 1: CC1=C(C=C(C=C1)NC2=NC=CC(=N2)N(C)C3=CC4=NN(C(=C4C=C3)C)C)S(=O)(=O)N.Cl. Drug 2: C1C(C(OC1N2C=NC3=C2NC=NCC3O)CO)O. Cell line: SNB-19. Synergy scores: CSS=4.34, Synergy_ZIP=1.45, Synergy_Bliss=3.64, Synergy_Loewe=2.13, Synergy_HSA=2.33. (5) Drug 1: CC1=C(C=C(C=C1)NC2=NC=CC(=N2)N(C)C3=CC4=NN(C(=C4C=C3)C)C)S(=O)(=O)N.Cl. Drug 2: C1=C(C(=O)NC(=O)N1)F. Cell line: 786-0. Synergy scores: CSS=29.9, Synergy_ZIP=0.133, Synergy_Bliss=-0.770, Synergy_Loewe=-5.10, Synergy_HSA=-0.0859. (6) Drug 1: C1CCC(CC1)NC(=O)N(CCCl)N=O. Drug 2: CCN(CC)CCNC(=O)C1=C(NC(=C1C)C=C2C3=C(C=CC(=C3)F)NC2=O)C. Cell line: SF-295. Synergy scores: CSS=43.4, Synergy_ZIP=2.69, Synergy_Bliss=1.30, Synergy_Loewe=2.17, Synergy_HSA=1.58.